This data is from Full USPTO retrosynthesis dataset with 1.9M reactions from patents (1976-2016). The task is: Predict the reactants needed to synthesize the given product. (1) Given the product [CH:13]1([C:16]2[NH:20][C:19]3[CH:21]=[C:22]([C:37]4[C:38]([CH3:43])=[N:39][O:40][C:41]=4[CH3:42])[CH:23]=[C:24]([C:2]4[C:3]([CH:10]5[CH2:12][CH2:11]5)=[N:4][NH:5][C:6]=4[CH:7]4[CH2:9][CH2:8]4)[C:18]=3[N:17]=2)[CH2:15][CH2:14]1, predict the reactants needed to synthesize it. The reactants are: Br[C:2]1[C:3]([CH:10]2[CH2:12][CH2:11]2)=[N:4][NH:5][C:6]=1[CH:7]1[CH2:9][CH2:8]1.[CH:13]1([C:16]2[NH:20][C:19]3[CH:21]=[C:22]([C:37]4[C:38]([CH3:43])=[N:39][O:40][C:41]=4[CH3:42])[CH:23]=[C:24](C4C(C)=NNC=4C4C=CC=CC=4)[C:18]=3[N:17]=2)[CH2:15][CH2:14]1. (2) Given the product [C:22]([C:9]1[CH:10]=[N:11][C:12]2[C:17]([C:8]=1[C:4]1[CH:3]=[C:2]([NH:1][CH2:43][C:38]3[C:37]4[C:41](=[CH:42][C:34]([C:32]([OH:33])=[O:31])=[CH:35][CH:36]=4)[NH:40][CH:39]=3)[CH:7]=[CH:6][CH:5]=1)=[CH:16][CH:15]=[CH:14][C:13]=2[C:18]([F:21])([F:19])[F:20])(=[O:23])[C:24]1[CH:25]=[CH:26][CH:27]=[CH:28][CH:29]=1, predict the reactants needed to synthesize it. The reactants are: [NH2:1][C:2]1[CH:3]=[C:4]([C:8]2[C:17]3[C:12](=[C:13]([C:18]([F:21])([F:20])[F:19])[CH:14]=[CH:15][CH:16]=3)[N:11]=[CH:10][C:9]=2[C:22]([C:24]2[CH:29]=[CH:28][CH:27]=[CH:26][CH:25]=2)=[O:23])[CH:5]=[CH:6][CH:7]=1.C[O:31][C:32]([C:34]1[CH:42]=[C:41]2[C:37]([C:38]([CH:43]=O)=[CH:39][NH:40]2)=[CH:36][CH:35]=1)=[O:33]. (3) Given the product [C:1]([C:3]1[CH:4]=[CH:5][C:6]([NH:9][C@@H:10]([C:14]([CH3:17])([CH3:16])[CH3:15])[C:11]([N:77]2[CH2:78][C@H:79]([O:81][C:82]3[C:83]4[O:100][C:99]5[CH:101]=[CH:102][CH:103]=[CH:104][C:98]=5[C:84]=4[N:85]=[C:86]([C:88]4[CH:89]=[CH:90][C:91]([C:94]([F:95])([F:97])[F:96])=[CH:92][CH:93]=4)[N:87]=3)[CH2:80][C@H:76]2[C:74]([NH:73][C@:68]2([C:66](=[O:67])[NH:65][S:62]([CH:59]3[CH2:61][CH2:60]3)(=[O:63])=[O:64])[CH2:70][C@H:69]2[CH:71]=[CH2:72])=[O:75])=[O:13])=[CH:7][CH:8]=1)#[N:2], predict the reactants needed to synthesize it. The reactants are: [C:1]([C:3]1[CH:8]=[CH:7][C:6]([NH:9][C@@H:10]([C:14]([CH3:17])([CH3:16])[CH3:15])[C:11]([OH:13])=O)=[CH:5][CH:4]=1)#[N:2].CN1CCOCC1.CN(C(ON1N=NC2C=CC=NC1=2)=[N+](C)C)C.F[P-](F)(F)(F)(F)F.C1C=CC2N(O)N=NC=2C=1.[CH:59]1([S:62]([NH:65][C:66]([C@@:68]2([NH:73][C:74]([C@@H:76]3[CH2:80][C@@H:79]([O:81][C:82]4[C:83]5[O:100][C:99]6[CH:101]=[CH:102][CH:103]=[CH:104][C:98]=6[C:84]=5[N:85]=[C:86]([C:88]5[CH:93]=[CH:92][C:91]([C:94]([F:97])([F:96])[F:95])=[CH:90][CH:89]=5)[N:87]=4)[CH2:78][NH:77]3)=[O:75])[CH2:70][C@H:69]2[CH:71]=[CH2:72])=[O:67])(=[O:64])=[O:63])[CH2:61][CH2:60]1. (4) Given the product [F:41][C:19]1[CH:20]=[C:21]([NH:24][C:25]([C:27]2[C:28](=[O:40])[N:29]([C:33]3[CH:34]=[CH:35][C:36]([F:39])=[CH:37][CH:38]=3)[N:30]=[CH:31][CH:32]=2)=[O:26])[CH:22]=[CH:23][C:18]=1[O:17][C:16]1[CH:15]=[CH:14][N:13]=[C:12]2[NH:8][N:9]=[C:10]([NH:42][CH:43]3[CH2:47][CH2:46][NH:45][CH2:44]3)[C:11]=12, predict the reactants needed to synthesize it. The reactants are: COC1C=CC(C[N:8]2[C:12]3=[N:13][CH:14]=[CH:15][C:16]([O:17][C:18]4[CH:23]=[CH:22][C:21]([NH:24][C:25]([C:27]5[C:28](=[O:40])[N:29]([C:33]6[CH:38]=[CH:37][C:36]([F:39])=[CH:35][CH:34]=6)[N:30]=[CH:31][CH:32]=5)=[O:26])=[CH:20][C:19]=4[F:41])=[C:11]3[C:10]([NH:42][CH:43]3[CH2:47][CH2:46][NH:45][CH2:44]3)=[N:9]2)=CC=1.C(O)(C(F)(F)F)=O.